From a dataset of Peptide-MHC class I binding affinity with 185,985 pairs from IEDB/IMGT. Regression. Given a peptide amino acid sequence and an MHC pseudo amino acid sequence, predict their binding affinity value. This is MHC class I binding data. The peptide sequence is TSSGDATTAY. The MHC is HLA-A01:01 with pseudo-sequence HLA-A01:01. The binding affinity (normalized) is 0.616.